Task: Binary Classification. Given a miRNA mature sequence and a target amino acid sequence, predict their likelihood of interaction.. Dataset: Experimentally validated miRNA-target interactions with 360,000+ pairs, plus equal number of negative samples (1) The miRNA is hsa-miR-133a-5p with sequence AGCUGGUAAAAUGGAACCAAAU. The protein sequence of the target gene is MFVLVEMVDTVRIPPWQFERKLNDSIAEELNKKLANKVVYNVGLCICLFDITKLEDAYVFPGDGASHTKVHFRCVVFHPFLDEILIGKIKGCSPEGVHVSLGFFDDILIPPESLQQPAKFDEAEQVWVWEYETEEGAHDLYMDTGEEIRFRVVDESFVDTSPTGPSSADATTSSEELPKKEAPYTLVGSISEPGLGLLSWWTSN. Result: 0 (no interaction). (2) The miRNA is hsa-miR-4265 with sequence CUGUGGGCUCAGCUCUGGG. The protein sequence of the target gene is MTALFLMSMLFGLTCGQAMSFCIPTEYTMHIERRECAYCLTINTTICAGYCMTRDINGKLFLPKYALSQDVCTYRDFIYRTVEIPGCPLHVAPYFSYPVALSCKCGKCNTDYSDCIHEAIKTNYCTKPQKSYLVGFSV. Result: 0 (no interaction). (3) The miRNA is mmu-miR-546 with sequence AUGGUGGCACGGAGUC. The protein sequence of the target gene is MCAVLRQPKCVKLRALHSACKFGVAARSCQELLRKGCVRFQLPMPGSRLCLYEDGTEVTDDCFPGLPNDAELLLLTAGETWHGYVSDITRFLSVFNEPHAGVIQAARQLLSDEQAPLRQKLLADLLHHVSQNITAETREQDPSWFEGLESRFRNKSGYLRYSCESRIRGYLREVSAYTSMVDEAAQEEYLRVLGSMCQKLKSVQYNGSYFDRGAEASSRLCTPEGWFSCQGPFDLESCLSKHSINPYGNRESRILFSTWNLDHIIEKKRTVVPTLAEAIQDGREVNWEYFYSLLFTAENL.... Result: 1 (interaction). (4) The miRNA is rno-miR-200b-5p with sequence CAUCUUACUGGGCAGCAUUGGA. The protein sequence of the target gene is MSGRRTRSGGAAQRSGPRAPSPTKPLRRSQRKSGSELPSILPEIWPKTPSAAAVRKPIVLKRIVAHAVEVPAVQSPRRSPRISFFLEKENEPPGRELTKEDLFKTHSVPATPTSTPVPNPEAESSSKEGELDARDLEMSKKVRRSYSRLETLGSASTSTPGRRSCFGFEGLLGAEDLSGVSPVVCSKLTEVPRVCAKPWAPDMTLPGISPPPEKQKRKKKKMPEILKTELDEWAAAMNAEFEAAEQFDLLVE. Result: 0 (no interaction). (5) The miRNA is hsa-miR-656-3p with sequence AAUAUUAUACAGUCAACCUCU. The protein sequence of the target gene is MSQTRKKTSSEGETKPQTSTVNKFLRGSNAESRKEDNDLKTSDSQPSDWIQKTATSETAKPLSSEMEWRSSMEKNEHFLQKLGKKAVNKCLDLNNCGLTTADMKEMVALLPFLPDLEELDISWNGFVGGTLLSITQQMHLVSKLKILRLGSCRLTTDDVQALGEAFEMIPELEELNLSWNSKVGGNLPLILQKFQKGSKIQMIELVDCSLTSEDGTFLGQLLPMLQSLEVLDLSINRDIVGSLNSIAQGLKSTSNLKVLKLHSCGLSQKSVKILDAAFRYLGELRKLDLSCNKDLGGGFE.... Result: 1 (interaction). (6) Result: 1 (interaction). The protein sequence of the target gene is MRRPRGEPGPRAPRPTEGATCAGPGESWSPSPNSMLRVLLSAQTSPARLSGLLLIPPVQPCCLGPSKWGDRPVGGGPSAGPVQGLQRLLEQAKSPGELLRWLGQNPSKVRAHHYSVALRRLGQLLGSRPRPPPVEQVTLQDLSQLIIRNCPSFDIHTIHVCLHLAVLLGFPSDGPLVCALEQERRLRLPPKPPPPLQPLLRGGQGLEAALSCPRFLRYPRQHLISSLAEARPEELTPHVMVLLAQHLARHRLREPQLLEAIAHFLVVQETQLSSKVVQKLVLPFGRLNYLPLEQQFMPCL.... The miRNA is hsa-miR-134-3p with sequence CCUGUGGGCCACCUAGUCACCAA. (7) The miRNA is mmu-miR-7042-5p with sequence UAGAGACAGCAGAAGGGCCAC. The protein sequence of the target gene is MSDMEDDFMCDDEEDYDLEYSEDSNSEPNVDLENQYYNSKALKEDDPKAALSSFQKVLELEGEKGEWGFKALKQMIKINFKLTNFPEMMNRYKQLLTYIRSAVTRNYSEKSINSILDYISTSKQMDLLQEFYETTLEALKDAKNDRLWFKTNTKLGKLYLEREEYGKLQKILRQLHQSCQTDDGEDDLKKGTQLLEIYALEIQMYTAQKNNKKLKALYEQSLHIKSAIPHPLIMGVIRECGGKMHLREGEFEKAHTDFFEAFKNYDESGSPRRTTCLKYLVLANMLMKSGINPFDSQEAK.... Result: 0 (no interaction).